This data is from Catalyst prediction with 721,799 reactions and 888 catalyst types from USPTO. The task is: Predict which catalyst facilitates the given reaction. (1) Reactant: FC(F)(F)C(O)=O.[NH2:8][C@@H:9]([CH2:14][C:15]1[CH:20]=[CH:19][C:18]([CH:21]2[S:25](=[O:27])(=[O:26])[NH:24][C:23](=[O:28])[CH2:22]2)=[C:17]([F:29])[CH:16]=1)[C:10]([O:12]C)=[O:11].[C:30]([O:34][C:35](O[C:35]([O:34][C:30]([CH3:33])([CH3:32])[CH3:31])=[O:36])=[O:36])([CH3:33])([CH3:32])[CH3:31].C(N(CC)CC)C. Product: [C:30]([O:34][C:35]([NH:8][C@@H:9]([CH2:14][C:15]1[CH:20]=[CH:19][C:18]([CH:21]2[S:25](=[O:27])(=[O:26])[NH:24][C:23](=[O:28])[CH2:22]2)=[C:17]([F:29])[CH:16]=1)[C:10]([OH:12])=[O:11])=[O:36])([CH3:33])([CH3:32])[CH3:31]. The catalyst class is: 2. (2) Reactant: F[C:2]1[CH:7]=[CH:6][C:5]([N:8]([CH3:18])[S:9]([C:12]2[CH:17]=[CH:16][CH:15]=[CH:14][CH:13]=2)(=[O:11])=[O:10])=[CH:4][C:3]=1[N+:19]([O-:21])=[O:20].[CH:22]1([CH2:26][NH2:27])[CH2:25][CH2:24][CH2:23]1.CO. Product: [CH:22]1([CH2:26][NH:27][C:2]2[CH:7]=[CH:6][C:5]([N:8]([CH3:18])[S:9]([C:12]3[CH:17]=[CH:16][CH:15]=[CH:14][CH:13]=3)(=[O:11])=[O:10])=[CH:4][C:3]=2[N+:19]([O-:21])=[O:20])[CH2:25][CH2:24][CH2:23]1. The catalyst class is: 14.